Dataset: Forward reaction prediction with 1.9M reactions from USPTO patents (1976-2016). Task: Predict the product of the given reaction. Given the reactants [F:1][C:2]1[C:7]([F:8])=[C:6]([F:9])[C:5]([F:10])=[C:4]([F:11])[C:3]=1[CH:12]=[CH:13][C:14]1[CH:19]=[C:18]([O:20]C)[C:17]([CH2:22][CH2:23][CH3:24])=[C:16]([O:25]C)[CH:15]=1.Cl.N1C=CC=CC=1, predict the reaction product. The product is: [F:1][C:2]1[C:7]([F:8])=[C:6]([F:9])[C:5]([F:10])=[C:4]([F:11])[C:3]=1[CH:12]=[CH:13][C:14]1[CH:15]=[C:16]([OH:25])[C:17]([CH2:22][CH2:23][CH3:24])=[C:18]([OH:20])[CH:19]=1.